Predict which catalyst facilitates the given reaction. From a dataset of Catalyst prediction with 721,799 reactions and 888 catalyst types from USPTO. (1) Reactant: [CH3:1][C:2]1[CH:7]=[CH:6][N:5]=[C:4]([NH2:8])[CH:3]=1.CCN(CC)CC.[C:16](Cl)(=[O:21])[C:17]([CH3:20])([CH3:19])[CH3:18]. Product: [CH3:1][C:2]1[CH:7]=[CH:6][N:5]=[C:4]([NH:8][C:16](=[O:21])[C:17]([CH3:20])([CH3:19])[CH3:18])[CH:3]=1. The catalyst class is: 2. (2) Reactant: Br[C:2]1[CH:3]=[C:4]2[C:8](=[CH:9][CH:10]=1)[NH:7][N:6]=[CH:5]2.[B:11]1([B:11]2[O:15][C:14]([CH3:17])([CH3:16])[C:13]([CH3:19])([CH3:18])[O:12]2)[O:15][C:14]([CH3:17])([CH3:16])[C:13]([CH3:19])([CH3:18])[O:12]1.CC([O-])=O.[K+].C(Cl)Cl. Product: [CH3:18][C:13]1([CH3:19])[C:14]([CH3:17])([CH3:16])[O:15][B:11]([C:2]2[CH:3]=[C:4]3[C:8](=[CH:9][CH:10]=2)[NH:7][N:6]=[CH:5]3)[O:12]1. The catalyst class is: 39. (3) Reactant: [CH2:1]([OH:23])[C@H:2]1[O:7][C@H:6]([O:8][C@]2(CO)O[C@H](CO)[C@@H](O)[C@@H]2O)[C@H:5]([OH:20])[C@@H:4]([OH:21])[C@@H:3]1[OH:22]. Product: [O:8]=[CH:6][C@@H:5]([C@H:4]([C@@H:3]([C@@H:2]([CH2:1][OH:23])[OH:7])[OH:22])[OH:21])[OH:20]. The catalyst class is: 6. (4) Reactant: [OH-].[Na+].[OH:3][C:4]1[CH:28]=[CH:27][C:26]([CH:29]2[CH2:34][CH2:33][N:32]([CH3:35])[CH2:31][CH2:30]2)=[CH:25][C:5]=1[C:6]([NH:8][C:9]1[CH:18]=[C:17]([C:19]2[CH:24]=[CH:23][CH:22]=[CH:21][CH:20]=2)[CH:16]=[CH:15][C:10]=1[C:11]([O:13]C)=[O:12])=[O:7].Cl. Product: [OH:3][C:4]1[CH:28]=[CH:27][C:26]([CH:29]2[CH2:30][CH2:31][N:32]([CH3:35])[CH2:33][CH2:34]2)=[CH:25][C:5]=1[C:6]([NH:8][C:9]1[CH:18]=[C:17]([C:19]2[CH:20]=[CH:21][CH:22]=[CH:23][CH:24]=2)[CH:16]=[CH:15][C:10]=1[C:11]([OH:13])=[O:12])=[O:7]. The catalyst class is: 5. (5) Reactant: [N:1]1[C:10]2[C:5](=[CH:6][CH:7]=[CH:8][CH:9]=2)[CH:4]=[CH:3][C:2]=1[CH2:11][O:12][C:13]1[CH:30]=[CH:29][C:16]([O:17][CH2:18][C:19]2[CH:20]=[C:21]([CH:26]=[CH:27][CH:28]=2)[O:22][CH2:23][C:24]#[N:25])=[CH:15][CH:14]=1.[N-:31]=[N+:32]=[N-:33].[Na+].[Cl-].[NH4+]. Product: [N:1]1[C:10]2[C:5](=[CH:6][CH:7]=[CH:8][CH:9]=2)[CH:4]=[CH:3][C:2]=1[CH2:11][O:12][C:13]1[CH:30]=[CH:29][C:16]([O:17][CH2:18][C:19]2[CH:20]=[C:21]([CH:26]=[CH:27][CH:28]=2)[O:22][CH2:23][C:24]2[NH:33][N:32]=[N:31][N:25]=2)=[CH:15][CH:14]=1. The catalyst class is: 42.